The task is: Predict the reaction yield, written as a fraction of the theoretical maximum amount of product (1.0 means a 100% yield; for example, 0.34 means a 34% yield).. This data is from Reaction yield outcomes from USPTO patents with 853,638 reactions. (1) The reactants are [C:1]([CH2:14][C:15]([CH2:18][C:19]([CH2:22][CH2:23]I)([F:21])[F:20])([F:17])[F:16])([C:4]([C:7]([C:10]([F:13])([F:12])[F:11])([F:9])[F:8])([F:6])[F:5])([F:3])[F:2].CNC=[O:28].O. The catalyst is CCOCC. The product is [C:1]([CH2:14][C:15]([CH2:18][C:19]([CH2:22][CH2:23][OH:28])([F:21])[F:20])([F:17])[F:16])([C:4]([C:7]([C:10]([F:13])([F:12])[F:11])([F:9])[F:8])([F:6])[F:5])([F:3])[F:2]. The yield is 0.830. (2) The reactants are [CH2:1]([C@H:4]1[CH2:8][O:7][C:6](=[O:9])[N:5]1[C:10]1[CH:15]=[CH:14][N:13]2[N:16]=[CH:17][C:18]([C:19]3[CH:24]=[CH:23][C:22]([C:25]4[N:29]=[CH:28][N:27](COCC[Si](C)(C)C)[N:26]=4)=[CH:21][CH:20]=3)=[C:12]2[N:11]=1)[CH2:2][CH3:3].FC(F)(F)C(O)=O. The catalyst is C(Cl)Cl. The product is [NH:27]1[CH:28]=[N:29][C:25]([C:22]2[CH:21]=[CH:20][C:19]([C:18]3[CH:17]=[N:16][N:13]4[CH:14]=[CH:15][C:10]([N:5]5[C@@H:4]([CH2:1][CH2:2][CH3:3])[CH2:8][O:7][C:6]5=[O:9])=[N:11][C:12]=34)=[CH:24][CH:23]=2)=[N:26]1. The yield is 0.620. (3) The reactants are [Cl:1][C:2]1[N:7]=[C:6](Cl)[CH:5]=[C:4]([C:9]([O:11]C)=[O:10])[N:3]=1.[F:13][C:14]([F:25])([F:24])[C:15]1[CH:20]=[CH:19][C:18](B(O)O)=[CH:17][CH:16]=1. The catalyst is COCCOC.C([O-])(O)=O.[Na+].C1C=CC(P(C2C=CC=CC=2)[C-]2C=CC=C2)=CC=1.C1C=CC(P(C2C=CC=CC=2)[C-]2C=CC=C2)=CC=1.Cl[Pd]Cl.[Fe+2]. The product is [Cl:1][C:2]1[N:3]=[C:4]([C:9]([OH:11])=[O:10])[CH:5]=[C:6]([C:18]2[CH:19]=[CH:20][C:15]([C:14]([F:25])([F:24])[F:13])=[CH:16][CH:17]=2)[N:7]=1. The yield is 0.600. (4) The reactants are [CH2:1]([O:8][C:9](=[O:15])[NH:10][CH2:11][CH2:12][CH:13]=[CH2:14])[C:2]1[CH:7]=[CH:6][CH:5]=[CH:4][CH:3]=1.C1C=C(Cl)C=C(C(OO)=[O:24])C=1. The catalyst is C(Cl)(Cl)Cl. The product is [CH2:1]([O:8][C:9](=[O:15])[NH:10][CH2:11][CH2:12][CH:13]1[CH2:14][O:24]1)[C:2]1[CH:7]=[CH:6][CH:5]=[CH:4][CH:3]=1. The yield is 0.930. (5) The catalyst is C(OCC)(=O)C. The yield is 0.760. The reactants are Cl.[CH2:2]1[C:11]2[C:6](=[CH:7][CH:8]=[CH:9][CH:10]=2)[CH2:5][CH:4]([C:12]([OH:14])=O)[NH:3]1.C([N:17](CC)CC)C.[CH2:22]([O:26][C:27]1[CH:32]=[CH:31][C:30]([S:33](Cl)(=[O:35])=[O:34])=[CH:29][CH:28]=1)[C:23]#[C:24][CH3:25].C1COCC1.[OH2:42]. The product is [OH:42][NH:17][C:12]([CH:4]1[CH2:5][C:6]2[C:11](=[CH:10][CH:9]=[CH:8][CH:7]=2)[CH2:2][N:3]1[S:33]([C:30]1[CH:31]=[CH:32][C:27]([O:26][CH2:22][C:23]#[C:24][CH3:25])=[CH:28][CH:29]=1)(=[O:35])=[O:34])=[O:14]. (6) The reactants are [Br:1][C:2]1[CH:7]=[CH:6][C:5]([C:8]([F:11])([F:10])[F:9])=[CH:4][CH:3]=1.[I:12]N1C(=O)CCC1=O. The catalyst is OS(C(F)(F)F)(=O)=O. The product is [Br:1][C:2]1[CH:3]=[CH:4][C:5]([C:8]([F:9])([F:10])[F:11])=[CH:6][C:7]=1[I:12]. The yield is 0.850. (7) The reactants are [C:1]([C:5]1[CH:6]=[C:7]([CH:12]=[C:13]([C:15]#[N:16])[CH:14]=1)[C:8]([O:10]C)=[O:9])([CH3:4])([CH3:3])[CH3:2].[OH-].[Na+].Cl. The catalyst is CO.O. The product is [C:1]([C:5]1[CH:6]=[C:7]([CH:12]=[C:13]([C:15]#[N:16])[CH:14]=1)[C:8]([OH:10])=[O:9])([CH3:4])([CH3:2])[CH3:3]. The yield is 0.730.